This data is from CYP3A4 inhibition data for predicting drug metabolism from PubChem BioAssay. The task is: Regression/Classification. Given a drug SMILES string, predict its absorption, distribution, metabolism, or excretion properties. Task type varies by dataset: regression for continuous measurements (e.g., permeability, clearance, half-life) or binary classification for categorical outcomes (e.g., BBB penetration, CYP inhibition). Dataset: cyp3a4_veith. (1) The compound is Cn1cnc([N+](=O)[O-])c1[Se]c1nc(N)nc2c1ncn2[C@@H]1O[C@@H](CO)[C@H](O)[C@@H]1O. The result is 0 (non-inhibitor). (2) The molecule is COc1ccc(-c2ccc(=N)n(CCCC(=O)O)n2)cc1. The result is 0 (non-inhibitor). (3) The compound is O=C(Oc1oc(-c2ccco2)nc1C=Nc1ccc(Cl)cc1)c1ccco1. The result is 0 (non-inhibitor). (4) The molecule is CN(CC(=O)O)CC(=O)O. The result is 0 (non-inhibitor).